From a dataset of Forward reaction prediction with 1.9M reactions from USPTO patents (1976-2016). Predict the product of the given reaction. (1) Given the reactants COC(N[C@H](C(N1CCC[C@H]1C1NC2C3C(CCC=2N=1)=CC1C2C(COC=1C=3)=CC(C1NC([C@@H]3C[C@H](COC)CN3C(OC(C)(C)C)=O)=NC=1)=CC=2)=O)C(C)C)=O.[CH3:58][O:59][C:60]([NH:62][C@@H:63]([CH:120]([CH3:122])[CH3:121])[C:64]([N:66]1[C@@H:70](C)[CH2:69][CH2:68][C@H:67]1[C:72]1[NH:76][C:75]2[C:77]3[C:82]([CH2:83][CH2:84][C:74]=2[N:73]=1)=[CH:81][C:80]1[C:85]2[C:90]([CH2:91][O:92][C:79]=1[CH:78]=3)=[CH:89][C:88]([C:93]1[NH:97][C:96]([C@@H:98]3[CH2:102][C@H:101]([CH2:103][O:104][CH3:105])[CH2:100][N:99]3[C:106](=[O:119])[C@H:107]([NH:114][C:115](=[O:118])[O:116][CH3:117])[C:108]3[CH:113]=[CH:112][CH:111]=[CH:110][CH:109]=3)=[N:95][CH:94]=1)=[CH:87][CH:86]=2)=[O:65])=[O:61].COC(N[C@H](C(N1[C@@H](C)CC[C@H]1C1NC2C3C(CCC=2N=1)=CC1C2C(COC=1C=3)=CC(C1NC([C@@H]3C[C@H](COC)CN3C(OC(C)(C)C)=O)=NC=1)=CC=2)=O)C(C)C)=O, predict the reaction product. The product is: [CH3:58][O:59][C:60]([NH:62][C@@H:63]([CH:120]([CH3:122])[CH3:121])[C:64]([N:66]1[CH2:70][CH2:69][CH2:68][C@H:67]1[C:72]1[NH:76][C:75]2[C:77]3[C:82]([CH2:83][CH2:84][C:74]=2[N:73]=1)=[CH:81][C:80]1[C:85]2[C:90]([CH2:91][O:92][C:79]=1[CH:78]=3)=[CH:89][C:88]([C:93]1[NH:97][C:96]([C@@H:98]3[CH2:102][C@H:101]([CH2:103][O:104][CH3:105])[CH2:100][N:99]3[C:106](=[O:119])[C@H:107]([NH:114][C:115](=[O:118])[O:116][CH3:117])[C:108]3[CH:113]=[CH:112][CH:111]=[CH:110][CH:109]=3)=[N:95][CH:94]=1)=[CH:87][CH:86]=2)=[O:65])=[O:61]. (2) Given the reactants [CH2:1]([O:3][C:4]([C:6]1([CH3:27])[CH2:11][CH2:10][N:9]([C:12]2[CH2:26][C:15]3([CH2:18][N:17](C(OC(C)(C)C)=O)[CH2:16]3)[O:14][N:13]=2)[CH2:8][CH2:7]1)=[O:5])[CH3:2].[CH2:28]([O:30][C:31]1[CH:36]=[C:35]([CH:37]=O)[CH:34]=[C:33]([O:39][CH2:40][CH2:41][CH3:42])[C:32]=1[C:43]1[CH:48]=[CH:47][C:46]([F:49])=[CH:45][CH:44]=1)[CH3:29], predict the reaction product. The product is: [CH2:28]([O:30][C:31]1[CH:36]=[C:35]([CH2:37][N:17]2[CH2:16][C:15]3([CH2:26][C:12]([N:9]4[CH2:8][CH2:7][C:6]([CH3:27])([C:4]([O:3][CH2:1][CH3:2])=[O:5])[CH2:11][CH2:10]4)=[N:13][O:14]3)[CH2:18]2)[CH:34]=[C:33]([O:39][CH2:40][CH2:41][CH3:42])[C:32]=1[C:43]1[CH:44]=[CH:45][C:46]([F:49])=[CH:47][CH:48]=1)[CH3:29]. (3) Given the reactants CC1(C)[O:7][CH2:6][CH:5]([N:8]2[CH2:17][CH2:16][C:15]3[C:10](=[CH:11][CH:12]=[C:13]([C:19]4[S:23][C:22]([C:24]5[CH:25]=[CH:26][C:27]([O:32][CH:33]([CH3:35])[CH3:34])=[C:28]([CH:31]=5)[C:29]#[N:30])=[N:21][N:20]=4)[C:14]=3[CH3:18])[CH2:9]2)[CH2:4][O:3]1.[ClH:37], predict the reaction product. The product is: [ClH:37].[OH:7][CH2:6][CH:5]([N:8]1[CH2:17][CH2:16][C:15]2[C:10](=[CH:11][CH:12]=[C:13]([C:19]3[S:23][C:22]([C:24]4[CH:25]=[CH:26][C:27]([O:32][CH:33]([CH3:35])[CH3:34])=[C:28]([CH:31]=4)[C:29]#[N:30])=[N:21][N:20]=3)[C:14]=2[CH3:18])[CH2:9]1)[CH2:4][OH:3]. (4) Given the reactants Br[CH2:2][C:3]1[CH:8]=[C:7]([Cl:9])[CH:6]=[CH:5][C:4]=1[C:10]1[C:14]([Cl:15])=[N:13][S:12][N:11]=1.[N-:16]=[N+:17]=[N-:18].[Na+], predict the reaction product. The product is: [N:16]([CH2:2][C:3]1[CH:8]=[C:7]([Cl:9])[CH:6]=[CH:5][C:4]=1[C:10]1[C:14]([Cl:15])=[N:13][S:12][N:11]=1)=[N+:17]=[N-:18]. (5) Given the reactants [N:1]1[CH:6]=[CH:5][C:4]([C:7]2[CH:8]=[N:9][NH:10][C:11]=2[NH2:12])=[CH:3][CH:2]=1.[CH3:13][CH:14]([C:20](=O)[C:21]1[CH:26]=[CH:25][CH:24]=[CH:23][CH:22]=1)[C:15](OCC)=[O:16].OS(O)(=O)=O, predict the reaction product. The product is: [CH3:13][C:14]1[C:15](=[O:16])[N:10]2[N:9]=[CH:8][C:7]([C:4]3[CH:3]=[CH:2][N:1]=[CH:6][CH:5]=3)=[C:11]2[NH:12][C:20]=1[C:21]1[CH:26]=[CH:25][CH:24]=[CH:23][CH:22]=1. (6) Given the reactants C(NC(C)C)(C)C.C([Li])CCC.[CH3:13][C:14]1([CH2:17][CH2:18][C:19]([O:21][CH2:22][CH3:23])=[O:20])[CH2:16][CH2:15]1.[Cl-].[NH4+].C1C[O:29]CC1, predict the reaction product. The product is: [OH:29][CH:18]([CH2:17][C:14]1([CH3:13])[CH2:15][CH2:16]1)[C:19]([O:21][CH2:22][CH3:23])=[O:20]. (7) Given the reactants [CH2:1]([O:4][CH:5]1[CH2:14][CH2:13][C:8]2(OCC[O:9]2)[CH2:7][CH2:6]1)[C:2]#[CH:3].Cl, predict the reaction product. The product is: [CH2:1]([O:4][CH:5]1[CH2:14][CH2:13][C:8](=[O:9])[CH2:7][CH2:6]1)[C:2]#[CH:3]. (8) Given the reactants [CH3:1][O:2][C:3](=[O:25])[CH2:4][C:5]1[CH:10]=[C:9]([Br:11])[C:8]([O:12][C:13]2[CH:18]=[CH:17][C:16]([O:19][CH3:20])=[C:15]([CH:21]([CH3:23])[CH3:22])[CH:14]=2)=[C:7]([Br:24])[CH:6]=1.[C:26](Cl)(=[O:33])[C:27]1[CH:32]=[CH:31][CH:30]=[CH:29][CH:28]=1, predict the reaction product. The product is: [CH3:1][O:2][C:3](=[O:25])[CH2:4][C:5]1[CH:10]=[C:9]([Br:11])[C:8]([O:12][C:13]2[CH:14]=[C:15]([CH:21]([CH3:23])[CH3:22])[C:16]([O:19][CH3:20])=[CH:17][C:18]=2[C:26](=[O:33])[C:27]2[CH:32]=[CH:31][CH:30]=[CH:29][CH:28]=2)=[C:7]([Br:24])[CH:6]=1.